This data is from Reaction yield outcomes from USPTO patents with 853,638 reactions. The task is: Predict the reaction yield, written as a fraction of the theoretical maximum amount of product (1.0 means a 100% yield; for example, 0.34 means a 34% yield). The reactants are [N:1]1[NH:2]N=N[C:5]=1[C:6]1[N:11]=[C:10]([C:12]2[CH:17]=[CH:16][CH:15]=[C:14]([C:18]3[CH:23]=[CH:22][CH:21]=[CH:20][N:19]=3)[N:13]=2)[CH:9]=[CH:8][CH:7]=1.[C:24](Cl)(=[O:34])[C:25]1[CH:33]=[CH:32][CH:31]=[C:27]([C:28](Cl)=[O:29])[CH:26]=1.O. The catalyst is N1C=CC=CC=1. The product is [N:11]1[C:6]([C:5]2[O:34][C:24]([C:25]3[CH:33]=[CH:32][CH:31]=[C:27]([C:28]4[O:29][C:5]([C:6]5[N:11]=[C:10]([C:12]6[CH:17]=[CH:16][CH:15]=[C:14]([C:18]7[CH:23]=[CH:22][CH:21]=[CH:20][N:19]=7)[N:13]=6)[CH:9]=[CH:8][CH:7]=5)=[N:1][N:2]=4)[CH:26]=3)=[N:2][N:1]=2)=[CH:7][CH:8]=[CH:9][C:10]=1[C:12]1[CH:17]=[CH:16][CH:15]=[C:14]([C:18]2[CH:23]=[CH:22][CH:21]=[CH:20][N:19]=2)[N:13]=1. The yield is 0.670.